This data is from Experimentally validated miRNA-target interactions with 360,000+ pairs, plus equal number of negative samples. The task is: Binary Classification. Given a miRNA mature sequence and a target amino acid sequence, predict their likelihood of interaction. (1) The miRNA is hsa-miR-1237-5p with sequence CGGGGGCGGGGCCGAAGCGCG. The protein sequence of the target gene is MGGCVGAQHDSSGSLNENSEGTGVALGRNQPLKKEKPKWKSDYPMTDGQLRSKRDEFWDTAPAFEGRKEIWDALKAAAHAFESNDHELAQAIIDGANITLPHGALTECYDELGNRYQLPVYCLAPPINMIEEKSDIETLDIPEPPPNSGYECQLRLRLSTGKDLKLVVRSTDTVFHMKRRLHAAEGVEPGSQRWFFSGRPLTDKMKFEELKIPKDYVVQVIVSQPVQNPTPVEN. Result: 0 (no interaction). (2) The miRNA is hsa-miR-99b-3p with sequence CAAGCUCGUGUCUGUGGGUCCG. The protein sequence of the target gene is MAMAMSDSGASRLRRQLESGGFEARLYVKQLSQQSDGDRDLQEHRQRIQALAEETAQNLKRNVYQNYRQFIETAREISYLESEMYQLSHLLTEQKSSLESIPLTLLPAAAAAGAAAASGGEEGVGGAGGRDHLRGQAGFFSTPGGASRDGSGPGEEGKQRTLTTLLEKVEGCRHLLETPGQYLVYNGDLVEYDADHMAQLQRVHGFLMNDCLLVATWLPQRRGMYRYNALYSLDGLAVVNVKDNPPMKDMFKLLMFPESRIFQAENAKIKREWLEVLEDTKRALSEKRRREQEEAAAPRG.... Result: 1 (interaction). (3) The protein sequence of the target gene is MAAACRSEAGLLPSLLCRRPAGAQLLRVALCLLCWVPAAVDAVPELGLWTRTVNDKSGPLVFRKTMFNSTEIKFSVKSFSCSGPVKFTIEWHLKYHTCHNDYPDLEEELSQRHELHADPDVCAYFKNIDCWTTKSENLDCSSDSQAFPSLNNKELTGIRNISSQEGSTDVVARTQKDGFHIFIVSIKTEKTDAVWDLNVSLSMVGPHGYISASDWPLMIFYMVMCIVYILYGVLWLLWSACYWKDILRIQFWIAAVIFLGMLEKAVFYSEYQNINSTGLSTQGLLIFAELISAVKRTLAR.... Result: 0 (no interaction). The miRNA is hsa-miR-3154 with sequence CAGAAGGGGAGUUGGGAGCAGA. (4) The miRNA is hsa-miR-6781-3p with sequence UGCCUCUUUUCCACGGCCUCAG. The protein sequence of the target gene is MGRKVTVATCALNQWALDFEGNLQRILKSIEIAKNRGARYRLGPELEICGYGCWDHYYESDTLLHSFQVLAALVESPVTQDIICDVGMPVMHRNVRYNCRVIFLNRKILLIRPKMALANEGNYRELRWFTPWSRSRHTEEYFLPRMIQDLTKQETVPFGDAVLVTWDTCIGSEICEELWTPHSPHIDMGLDGVEIITNASGSHQVLRKANTRVDLVTMVTSKNGGIYLLANQKGCDGDRLYYDGCAMIAMNGSVFAQGSQFSLDDVEVLTATLDLEDVRSYRAEISSRNLAASRASPYPR.... Result: 1 (interaction). (5) The miRNA is hsa-miR-101-3p with sequence UACAGUACUGUGAUAACUGAA. The protein sequence of the target gene is MDLKTAVFNAARDGKLRLLTKLLASKSKAEVSSLISEKTNGATPLLMAARYGHLDMVEFLLEQCSASIEVGGSVNFDGETIEGAPPLWAASAAGHLKVVQSLLNHGASVNNTTLTNSTPLRAACFDGHLEIVKYLVEHKADLEVSNRHGHTCLMISCYKGHKEIAQYLLEKGADVNRKSVKGNTALHDCAESGSLDIMKMLLMYCAKMEKDGYGMTPLLSASVTGHTNIVDFLTHHAQTSKTERINALELLGATFVDKKRDLLGALKYWKKAMNMRYSDRTNIISKPVPQTLIMAYDYAK.... Result: 0 (no interaction). (6) Result: 1 (interaction). The protein sequence of the target gene is MEYFMVPTQKVPSLQHFRKTEKEVIGGLCSLANIPLTPETQRDQERRIRREIANSNERRRMQSINAGFQSLKTLIPHTDGEKLSKAAILQQTAEYIFSLEQEKTRLLQQNTQLKRFIQELSGSSPKRRRAEDKDEGIGSPDIWEDEKAEDLRREMIELRQQLDKERSVRMMLEEQVRSLEAHMYPEKLKVIAQQVQLQQQQEQVRLLHQEKLEREQQQLRTQLLPPPAPTHHPTVIVPAPPPPPSHHINVVTMGPSSVINSVSTSRQNLDTIVQAIQHIEGTQEKQELEEEQRRAVIVKP.... The miRNA is hsa-miR-519b-3p with sequence AAAGUGCAUCCUUUUAGAGGUU. (7) The miRNA is hsa-miR-151b with sequence UCGAGGAGCUCACAGUCU. The protein sequence of the target gene is MGLQPLEFSDCYLDSPWFRERIRAHEAELERTNKFIKELIKDGKNLIAATKSLSVAQRKFAHSLRDFKFEFIGDAVTDDERCIDASLREFSNFLKNLEEQREIMALSVTETLIKPLEKFRKEQLGAVKEEKKKFDKETEKNYSLIDKHLNLSAKKKDSHLQEADIQVEQNRQHFYELSLEYVCKLQEIQERKKFEFVEPMLSFFQGMFTFYHQGHELAKDFNHYKMELQINIQNTRNRFEGTRSEVEELMNKIRQNPKDHKRASQFTAEGYLYVQEKRPAPFGSSWVKHYCMYRKAAKKF.... Result: 0 (no interaction). (8) The miRNA is mmu-miR-224-5p with sequence UAAGUCACUAGUGGUUCCGUU. The protein sequence of the target gene is MAIQFRSLFPLALPGMLALLGWWWFFSRKKGHVSSHDEQQVEAGAVQLRADPAIKEPLPVEDVCPKVVSTPPSVTEPPEKELSTVSKLPAEPPALLQTHPPCRRSESSGILPNTTDMRLRPGTRRDDSTKLELALTGGEAKSIPLECPLSSPKGVLFSSKSAEVCKQDSPFSRVPRKVQPGYPVVPAEKRSSGERARETGGAEGTGDAVLGEKVLEEALLSREHVLELENSKGPSLASLEGEEDKGKSSSSQVVGPVQEEEYVAEKLPSRFIESAHTELAKDDAAPAPPVADAKAQDRGV.... Result: 0 (no interaction). (9) The miRNA is mmu-miR-3085-3p with sequence UCUGGCUGCUAUGGCCCCCUC. The protein sequence of the target gene is MGELRFKHLFWGSFVESGGTFQTVLIFLLIPCSLTVDYRAAPILSNTTFLWIWNVPTERCVGNVNDPIDLSFFSLIGSPRKTATGQPVTLFYVDRLGLYPHIDANQAEHYGGIPQRGDYQAHLRKAKTDIEHYIPDDKLGLAIIDWEEWRPTWLRNWKPKDNYRNKSIELVQSTNPGLSITEATQKAIQQFEEAGRKFMEGTLHLGKFLRPNQLWGYYLFPDCYNNKFQDPKYDGQCPAVEKKRNDNLKWLWKASTGLYPSVYLKKDLKSNRQATLYVRYRVVEAIRVSKVGNASDPVPI.... Result: 0 (no interaction).